Dataset: Reaction yield outcomes from USPTO patents with 853,638 reactions. Task: Predict the reaction yield, written as a fraction of the theoretical maximum amount of product (1.0 means a 100% yield; for example, 0.34 means a 34% yield). (1) The product is [CH3:30][O:29][C:28](=[O:31])[NH:27][C@@H:22]([C:23]([CH3:26])([CH3:25])[CH3:24])[C:20](=[O:21])[NH:19][C@@H:5]([CH2:6][C:7]1[CH:12]=[CH:11][C:10]([C:13]2[CH:18]=[CH:17][CH:16]=[CH:15][N:14]=2)=[CH:9][CH:8]=1)[CH2:4][C@H:3]([OH:32])[C@H:2]([CH2:33][C:34]1[CH:35]=[CH:36][CH:37]=[CH:38][CH:39]=1)[NH:1][C:52](=[O:53])[C@H:51]([C:55]([CH3:57])([CH3:56])[CH3:58])[NH:50][C:48](=[O:49])[N:47]([CH3:59])[CH2:40][C:41]1[CH:46]=[CH:45][CH:44]=[CH:43][CH:42]=1. The yield is 0.570. The catalyst is C1COCC1. The reactants are [NH2:1][C@@H:2]([CH2:33][C:34]1[CH:39]=[CH:38][CH:37]=[CH:36][CH:35]=1)[C@@H:3]([OH:32])[CH2:4][C@@H:5]([NH:19][C:20]([C@@H:22]([NH:27][C:28](=[O:31])[O:29][CH3:30])[C:23]([CH3:26])([CH3:25])[CH3:24])=[O:21])[CH2:6][C:7]1[CH:12]=[CH:11][C:10]([C:13]2[CH:18]=[CH:17][CH:16]=[CH:15][N:14]=2)=[CH:9][CH:8]=1.[CH2:40]([N:47]([CH3:59])[C:48]([NH:50][C@@H:51]([C:55]([CH3:58])([CH3:57])[CH3:56])[C:52](O)=[O:53])=[O:49])[C:41]1[CH:46]=[CH:45][CH:44]=[CH:43][CH:42]=1.CCOP(ON1N=NC2C=CC=CC=2C1=O)(OCC)=O.C(N(CC)C(C)C)(C)C. (2) The reactants are C([O-])(O)=O.[Na+].Br[C:7]1[S:8][CH:9]=[CH:10][C:11]=1[CH2:12][CH2:13][CH2:14][CH2:15][Br:16].[CH2:17]([C:23]1[CH:24]=[C:25](B2OCC(C)(C)CO2)[S:26][CH:27]=1)[CH2:18][CH2:19][CH2:20][CH2:21][CH3:22].[NH4+].[Cl-]. The catalyst is C1C=CC([P]([Pd]([P](C2C=CC=CC=2)(C2C=CC=CC=2)C2C=CC=CC=2)([P](C2C=CC=CC=2)(C2C=CC=CC=2)C2C=CC=CC=2)[P](C2C=CC=CC=2)(C2C=CC=CC=2)C2C=CC=CC=2)(C2C=CC=CC=2)C2C=CC=CC=2)=CC=1.COCCOC. The product is [Br:16][CH2:15][CH2:14][CH2:13][CH2:12][C:11]1[CH:10]=[CH:9][S:8][C:7]=1[C:25]1[S:26][CH:27]=[C:23]([CH2:17][CH2:18][CH2:19][CH2:20][CH2:21][CH3:22])[CH:24]=1. The yield is 0.450. (3) The reactants are [C:1]([O:5][C:6](=[O:15])[NH:7][CH2:8][CH:9]1[CH2:14][CH2:13][CH2:12][NH:11][CH2:10]1)([CH3:4])([CH3:3])[CH3:2].C(N(CC)CC)C.[F:23][C:24]([F:35])([F:34])[C:25]1[CH:26]=[C:27]([CH:31]=[CH:32][CH:33]=1)[C:28](Cl)=[O:29]. The catalyst is ClCCl. The product is [C:1]([O:5][C:6](=[O:15])[NH:7][CH2:8][CH:9]1[CH2:14][CH2:13][CH2:12][N:11]([C:28](=[O:29])[C:27]2[CH:31]=[CH:32][CH:33]=[C:25]([C:24]([F:23])([F:34])[F:35])[CH:26]=2)[CH2:10]1)([CH3:4])([CH3:2])[CH3:3]. The yield is 0.860. (4) The reactants are [CH3:1][O:2][C:3]12[CH2:12][CH:7]3[CH2:8][CH:9]([CH2:11][CH:5]([N:6]3C(OC(C)(C)C)=O)[CH2:4]1)[CH2:10]2.FC(F)(F)C(O)=O. The catalyst is C(Cl)Cl. The product is [CH3:1][O:2][C:3]12[CH2:4][CH:5]3[CH2:11][CH:9]([CH2:8][CH:7]([NH:6]3)[CH2:12]1)[CH2:10]2. The yield is 0.950.